Dataset: Forward reaction prediction with 1.9M reactions from USPTO patents (1976-2016). Task: Predict the product of the given reaction. (1) Given the reactants CC1C=CC(S(OCC2CC3C=C(Cl)C=C(C(C)(C)C)C=3O2)(=O)=O)=CC=1.[N-]=[N+]=[N-].[Na+].N(CC1CC2C=C(Cl)C=C(C3C=CSC=3)C=2O1)=[N+]=[N-].[N:50]([CH2:53][CH:54]1[CH2:58][C:57]2[CH:59]=[C:60]([Cl:67])[CH:61]=[C:62]([C:63]([CH3:66])([CH3:65])[CH3:64])[C:56]=2[O:55]1)=[N+]=[N-].[N-]=[N+]=[N-].C1(P(C2C=CC=CC=2)C2C=CC=CC=2)C=CC=CC=1, predict the reaction product. The product is: [C:63]([C:62]1[C:56]2[O:55][CH:54]([CH2:53][NH2:50])[CH2:58][C:57]=2[CH:59]=[C:60]([Cl:67])[CH:61]=1)([CH3:66])([CH3:64])[CH3:65]. (2) Given the reactants C(O)=O.[CH2:4]([O:6][CH2:7][C:8]1[CH:9]=[C:10]([NH:30][CH2:31][CH2:32][N:33]2[CH2:37][CH2:36][CH2:35][CH2:34]2)[C:11]([CH3:29])=[C:12]([NH:14][C:15]([C:17]2[CH:18]=[C:19]3[C:24](=[CH:25][CH:26]=2)[C:23](=[O:27])[NH:22][N:21]=[C:20]3Cl)=[O:16])[CH:13]=1)[CH3:5], predict the reaction product. The product is: [CH2:4]([O:6][CH2:7][C:8]1[CH:9]=[C:10]([NH:30][CH2:31][CH2:32][N:33]2[CH2:37][CH2:36][CH2:35][CH2:34]2)[C:11]([CH3:29])=[C:12]([NH:14][C:15]([C:17]2[CH:18]=[C:19]3[C:24](=[CH:25][CH:26]=2)[C:23](=[O:27])[NH:22][N:21]=[CH:20]3)=[O:16])[CH:13]=1)[CH3:5]. (3) Given the reactants [CH3:1][S:2](Cl)(=[O:4])=[O:3].[Cl:6][C:7]1[CH:8]=[C:9]([N:14]2[CH2:19][CH2:18][N:17]([CH2:20][CH2:21][C@@H:22]([OH:25])[CH2:23][OH:24])[C:16](=[O:26])[CH:15]2[CH3:27])[CH:10]=[CH:11][C:12]=1[Cl:13].CC1C=C(C)C=C(C)N=1, predict the reaction product. The product is: [Cl:6][C:7]1[CH:8]=[C:9]([N:14]2[CH2:19][CH2:18][N:17]([CH2:20][CH2:21][C@@H:22]([OH:25])[CH2:23][O:24][S:2]([CH3:1])(=[O:4])=[O:3])[C:16](=[O:26])[CH:15]2[CH3:27])[CH:10]=[CH:11][C:12]=1[Cl:13]. (4) Given the reactants [F:1][C:2]1[CH:19]=[CH:18][C:5]([CH2:6][C:7]2[C:16]3[C:11](=[CH:12][CH:13]=[CH:14][CH:15]=3)[C:10](=[O:17])[NH:9][N:8]=2)=[CH:4][C:3]=1[C:20]([N:22]1[CH2:25][CH:24]([NH:26][C@H:27]([CH3:31])[CH2:28][O:29][CH3:30])[CH2:23]1)=[O:21].[ClH:32], predict the reaction product. The product is: [ClH:32].[F:1][C:2]1[CH:19]=[CH:18][C:5]([CH2:6][C:7]2[C:16]3[C:11](=[CH:12][CH:13]=[CH:14][CH:15]=3)[C:10](=[O:17])[NH:9][N:8]=2)=[CH:4][C:3]=1[C:20]([N:22]1[CH2:25][CH:24]([NH:26][C@H:27]([CH3:31])[CH2:28][O:29][CH3:30])[CH2:23]1)=[O:21]. (5) Given the reactants [Br:1][C:2]1[CH:3]=[N:4][C:5]2[N:6]([N:8]=[C:9]([C:11]([OH:13])=O)[CH:10]=2)[CH:7]=1.[Br:14][C:15]1[N:19]2[CH2:20][CH2:21][NH:22][CH:23]([CH3:24])[C:18]2=[N:17][N:16]=1, predict the reaction product. The product is: [Br:14][C:15]1[N:19]2[CH2:20][CH2:21][N:22]([C:11]([C:9]3[CH:10]=[C:5]4[N:4]=[CH:3][C:2]([Br:1])=[CH:7][N:6]4[N:8]=3)=[O:13])[CH:23]([CH3:24])[C:18]2=[N:17][N:16]=1. (6) Given the reactants [Br:1][C:2]1[CH:3]=[C:4]([CH2:12][OH:13])[C:5]2[C:10]([CH:11]=1)=[CH:9][CH:8]=[CH:7][CH:6]=2.N1C=CN=C1.[CH3:19][CH:20]([Si:22](Cl)([CH:26]([CH3:28])[CH3:27])[CH:23]([CH3:25])[CH3:24])[CH3:21], predict the reaction product. The product is: [Br:1][C:2]1[CH:3]=[C:4]([CH2:12][O:13][Si:22]([CH:26]([CH3:28])[CH3:27])([CH:23]([CH3:25])[CH3:24])[CH:20]([CH3:21])[CH3:19])[C:5]2[C:10]([CH:11]=1)=[CH:9][CH:8]=[CH:7][CH:6]=2.